From a dataset of Forward reaction prediction with 1.9M reactions from USPTO patents (1976-2016). Predict the product of the given reaction. Given the reactants [Br:1][C:2]1[N:7]=[C:6]([NH:8][CH2:9][C:10]2[CH:11]=[CH:12][C:13]3[O:17][CH2:16][CH2:15][C:14]=3[CH:18]=2)[C:5]([NH2:19])=[N:4][CH:3]=1.[N:20]([O-])=O.[Na+], predict the reaction product. The product is: [Br:1][C:2]1[N:7]=[C:6]2[N:8]([CH2:9][C:10]3[CH:11]=[CH:12][C:13]4[O:17][CH2:16][CH2:15][C:14]=4[CH:18]=3)[N:20]=[N:19][C:5]2=[N:4][CH:3]=1.